This data is from Forward reaction prediction with 1.9M reactions from USPTO patents (1976-2016). The task is: Predict the product of the given reaction. (1) Given the reactants Cl.[NH2:2][CH2:3][CH2:4][N:5]1[C:9]2[CH:10]=[CH:11][CH:12]=[CH:13][C:8]=2[NH:7][C:6]1=[O:14].[C:15](O[C:15]([O:16][C:17]([CH3:20])([CH3:19])[CH3:18])=[O:21])(=[O:21])[O:16][C:17]([CH3:20])([CH3:19])[CH3:18], predict the reaction product. The product is: [C:17]([O:16][C:15](=[O:21])[NH:2][CH2:3][CH2:4][N:5]1[C:9]2[CH:10]=[CH:11][CH:12]=[CH:13][C:8]=2[NH:7][C:6]1=[O:14])([CH3:20])([CH3:19])[CH3:18]. (2) The product is: [CH2:1]([O:3][C:4]([C:6]1[N:7]([CH3:12])[C:8]([C:18]#[C:17][Si:14]([CH3:16])([CH3:15])[CH3:13])=[CH:9][N:10]=1)=[O:5])[CH3:2]. Given the reactants [CH2:1]([O:3][C:4]([C:6]1[N:7]([CH3:12])[C:8](Br)=[CH:9][N:10]=1)=[O:5])[CH3:2].[CH3:13][Si:14]([C:17]#[CH:18])([CH3:16])[CH3:15], predict the reaction product. (3) Given the reactants [CH3:1][O:2][C:3]1[CH:4]=[C:5]([C:11]2([C:17]#[N:18])[CH2:16][CH2:15][CH2:14][CH2:13][CH2:12]2)[CH:6]=[CH:7][C:8]=1[O:9][CH3:10].[N+:19]([O-])([OH:21])=[O:20], predict the reaction product. The product is: [CH3:10][O:9][C:8]1[C:3]([O:2][CH3:1])=[CH:4][C:5]([C:11]2([C:17]#[N:18])[CH2:12][CH2:13][CH2:14][CH2:15][CH2:16]2)=[C:6]([N+:19]([O-:21])=[O:20])[CH:7]=1.